From a dataset of Catalyst prediction with 721,799 reactions and 888 catalyst types from USPTO. Predict which catalyst facilitates the given reaction. (1) Reactant: [ClH:1].[N:2]1([C:9]2[CH:14]=[CH:13][C:12]([NH:15][C:16]([C:18]3[N:19]=[C:20]([C:27]4[CH:32]=[CH:31][CH:30]=[CH:29][CH:28]=4)[O:21][C:22]=3[C:23]([F:26])([F:25])[F:24])=[O:17])=[CH:11][CH:10]=2)[CH2:8][CH2:7][CH2:6][NH:5][CH2:4][CH2:3]1.[CH3:33][C:34]1([CH3:41])[CH2:39][C:38](=[O:40])[O:37][C:35]1=[O:36]. Product: [ClH:1].[CH3:33][C:34]([CH3:41])([CH2:39][C:38](=[O:40])[N:5]1[CH2:6][CH2:7][CH2:8][N:2]([C:9]2[CH:14]=[CH:13][C:12]([NH:15][C:16]([C:18]3[N:19]=[C:20]([C:27]4[CH:32]=[CH:31][CH:30]=[CH:29][CH:28]=4)[O:21][C:22]=3[C:23]([F:26])([F:24])[F:25])=[O:17])=[CH:11][CH:10]=2)[CH2:3][CH2:4]1)[C:35]([OH:37])=[O:36]. The catalyst class is: 2. (2) Reactant: [O:1]=[C:2]1[CH:10]2[CH2:11][C:6]3([NH:13]C(=O)OC(C)(C)C)[CH2:7][CH:8]([CH2:12][CH:4]([CH2:5]3)[NH:3]1)[CH2:9]2.[ClH:21]. Product: [ClH:21].[NH2:13][C:6]12[CH2:11][CH:10]3[CH2:9][CH:8]([CH2:12][CH:4]([NH:3][C:2]3=[O:1])[CH2:5]1)[CH2:7]2.[ClH:21]. The catalyst class is: 12. (3) Reactant: [CH3:1][C:2]1[CH:7]=[C:6]([O:8][CH2:9][CH2:10][CH:11]([C:16]2[S:17][C:18]3[CH:25]=[C:24]([C:26]([F:29])([F:28])[F:27])[CH:23]=[CH:22][C:19]=3[C:20]=2[CH3:21])[CH2:12][CH2:13][CH2:14][CH3:15])[CH:5]=[CH:4][C:3]=1[O:30][CH2:31][C:32]([O:34]CC)=[O:33].[OH-].[Na+]. Product: [CH3:1][C:2]1[CH:7]=[C:6]([O:8][CH2:9][CH2:10][CH:11]([C:16]2[S:17][C:18]3[CH:25]=[C:24]([C:26]([F:29])([F:27])[F:28])[CH:23]=[CH:22][C:19]=3[C:20]=2[CH3:21])[CH2:12][CH2:13][CH2:14][CH3:15])[CH:5]=[CH:4][C:3]=1[O:30][CH2:31][C:32]([OH:34])=[O:33]. The catalyst class is: 92.